This data is from Catalyst prediction with 721,799 reactions and 888 catalyst types from USPTO. The task is: Predict which catalyst facilitates the given reaction. (1) Product: [CH3:14][O:15][CH:16]([O:20][CH3:21])[CH2:13][C:5]1[CH:6]=[CH:7][CH:8]=[C:9]([N+:10]([O-:12])=[O:11])[C:4]=1[N+:1]([O-:3])=[O:2]. The catalyst class is: 121. Reactant: [N+:1]([C:4]1[C:9]([N+:10]([O-:12])=[O:11])=[CH:8][CH:7]=[CH:6][C:5]=1[CH3:13])([O-:3])=[O:2].[CH3:14][O:15][CH:16]([O:20][CH3:21])N(C)C.Cl[Si](C)(C)C. (2) Reactant: [O:1]=[C:2]1[C:11]2[C:6](=[CH:7][CH:8]=[CH:9][CH:10]=2)[NH:5][CH2:4][CH2:3]1.[CH2:12]([O:19][C:20](Cl)=[O:21])[C:13]1[CH:18]=[CH:17][CH:16]=[CH:15][CH:14]=1.O.C(=O)([O-])[O-].[K+].[K+]. Product: [CH2:12]([O:19][C:20]([N:5]1[C:6]2[C:11](=[CH:10][CH:9]=[CH:8][CH:7]=2)[C:2](=[O:1])[CH2:3][CH2:4]1)=[O:21])[C:13]1[CH:18]=[CH:17][CH:16]=[CH:15][CH:14]=1. The catalyst class is: 54. (3) Reactant: [OH:1][CH2:2][CH2:3][C:4]1[CH:9]=[CH:8][C:7]([OH:10])=[CH:6][CH:5]=1.Cl[C:12]1[N:17]=[CH:16][CH:15]=[CH:14][N:13]=1.C([O-])([O-])=O.[K+].[K+]. Product: [N:13]1[CH:14]=[CH:15][CH:16]=[N:17][C:12]=1[O:10][C:7]1[CH:8]=[CH:9][C:4]([CH2:3][CH2:2][OH:1])=[CH:5][CH:6]=1. The catalyst class is: 3. (4) Reactant: Cl[C:2]1[N:7]=[C:6]([C:8]2[N:12]3[CH:13]=[CH:14][CH:15]=[CH:16][C:11]3=[N:10][C:9]=2[C:17]2[CH:18]=[CH:19][C:20]([O:34][CH:35]([CH3:37])[CH3:36])=[C:21]([CH:33]=2)[C:22]([NH:24][C:25]2[C:30]([F:31])=[CH:29][CH:28]=[CH:27][C:26]=2[F:32])=[O:23])[CH:5]=[CH:4][N:3]=1.[CH2:38]([O:40][C:41]1[CH:47]=[C:46]([N:48]2[CH2:53][CH2:52][CH:51]([CH2:54][CH2:55][S:56]([CH3:59])(=[O:58])=[O:57])[CH2:50][CH2:49]2)[C:45]([CH3:60])=[CH:44][C:42]=1[NH2:43])[CH3:39].Cl. Product: [F:32][C:26]1[CH:27]=[CH:28][CH:29]=[C:30]([F:31])[C:25]=1[NH:24][C:22](=[O:23])[C:21]1[CH:33]=[C:17]([C:9]2[N:10]=[C:11]3[CH:16]=[CH:15][CH:14]=[CH:13][N:12]3[C:8]=2[C:6]2[CH:5]=[CH:4][N:3]=[C:2]([NH:43][C:42]3[CH:44]=[C:45]([CH3:60])[C:46]([N:48]4[CH2:53][CH2:52][CH:51]([CH2:54][CH2:55][S:56]([CH3:59])(=[O:58])=[O:57])[CH2:50][CH2:49]4)=[CH:47][C:41]=3[O:40][CH2:38][CH3:39])[N:7]=2)[CH:18]=[CH:19][C:20]=1[O:34][CH:35]([CH3:37])[CH3:36]. The catalyst class is: 836. (5) Reactant: C([O:5][C:6](=[O:38])[CH2:7][CH2:8][CH2:9][CH2:10][CH:11]([O:13][C:14]1[C:15]2[C:22]([C:23]3[CH:28]=[CH:27][C:26]([CH2:29][CH3:30])=[CH:25][CH:24]=3)=[C:21]([C:31]3[CH:36]=[CH:35][CH:34]=[CH:33][C:32]=3[F:37])[O:20][C:16]=2[N:17]=[CH:18][N:19]=1)[CH3:12])(C)(C)C. Product: [CH2:29]([C:26]1[CH:27]=[CH:28][C:23]([C:22]2[C:15]3[C:14]([O:13][CH:11]([CH3:12])[CH2:10][CH2:9][CH2:8][CH2:7][C:6]([OH:38])=[O:5])=[N:19][CH:18]=[N:17][C:16]=3[O:20][C:21]=2[C:31]2[CH:36]=[CH:35][CH:34]=[CH:33][C:32]=2[F:37])=[CH:24][CH:25]=1)[CH3:30]. The catalyst class is: 89.